This data is from Catalyst prediction with 721,799 reactions and 888 catalyst types from USPTO. The task is: Predict which catalyst facilitates the given reaction. (1) Reactant: Cl.[NH:2]1[CH2:5][CH:4]([C:6]#[N:7])[CH2:3]1.C(N(CC)CC)C.[C:15]([O:19][C:20](O[C:20]([O:19][C:15]([CH3:18])([CH3:17])[CH3:16])=[O:21])=[O:21])([CH3:18])([CH3:17])[CH3:16]. Product: [C:6]([CH:4]1[CH2:5][N:2]([C:20]([O:19][C:15]([CH3:18])([CH3:17])[CH3:16])=[O:21])[CH2:3]1)#[N:7]. The catalyst class is: 4. (2) Reactant: Br[C:2]1[CH:7]=[C:6]([F:8])[CH:5]=[CH:4][C:3]=1[S:9][CH3:10].[Li]CCCC.[B:16](OC(C)C)([O:21]C(C)C)[O:17]C(C)C. Product: [F:8][C:6]1[CH:5]=[CH:4][C:3]([S:9][CH3:10])=[C:2]([B:16]([OH:21])[OH:17])[CH:7]=1. The catalyst class is: 1. (3) Reactant: [Cl:1][CH:2]([CH3:6])[C:3](Cl)=[O:4].Cl.[CH2:8]([O:15][NH2:16])[C:9]1[CH:14]=[CH:13][CH:12]=[CH:11][CH:10]=1. Product: [Cl:1][CH:2]([CH3:6])[C:3]([NH:16][O:15][CH2:8][C:9]1[CH:14]=[CH:13][CH:12]=[CH:11][CH:10]=1)=[O:4]. The catalyst class is: 25.